Dataset: Catalyst prediction with 721,799 reactions and 888 catalyst types from USPTO. Task: Predict which catalyst facilitates the given reaction. (1) Reactant: C(N(CC)CC)C.[C:8]([C:12]1[CH:16]=[C:15]([NH:17][C:18](=O)[O:19]C2C=CC([N+]([O-])=O)=CC=2)[N:14]([C:30]2[CH:35]=[CH:34][C:33]([F:36])=[CH:32][C:31]=2[F:37])[N:13]=1)([CH3:11])([CH3:10])[CH3:9].[CH2:38]([N:45]1[C:50]([CH3:51])=[CH:49][C:48]([O:52][CH2:53][C:54]2[CH:80]=[CH:79][CH:78]=[CH:77][C:55]=2[CH2:56][NH:57]C(NC2N(C3C=CC=C(F)C=3)N=C(C(C)(C)C)C=2)=O)=[C:47]([Br:81])[C:46]1=[O:82])[C:39]1[CH:44]=[CH:43][CH:42]=[CH:41][CH:40]=1. Product: [CH2:38]([N:45]1[C:50]([CH3:51])=[CH:49][C:48]([O:52][CH2:53][C:54]2[CH:80]=[CH:79][CH:78]=[CH:77][C:55]=2[CH2:56][NH:57][C:18]([NH:17][C:15]2[N:14]([C:30]3[CH:35]=[CH:34][C:33]([F:36])=[CH:32][C:31]=3[F:37])[N:13]=[C:12]([C:8]([CH3:10])([CH3:9])[CH3:11])[CH:16]=2)=[O:19])=[C:47]([Br:81])[C:46]1=[O:82])[C:39]1[CH:44]=[CH:43][CH:42]=[CH:41][CH:40]=1. The catalyst class is: 2. (2) Reactant: OC[CH2:3][C:4]1[C:9]([O:10][CH3:11])=[CH:8][CH:7]=[CH:6][C:5]=1[NH:12]C(=O)C(C)(C)C.Br.[OH-].[Na+]. Product: [O:10]1[C:9]2=[CH:8][CH:7]=[CH:6][C:5]([NH2:12])=[C:4]2[CH2:3][CH2:11]1. The catalyst class is: 25. (3) Reactant: C(=O)([O-])[O-].[K+].[K+].[OH:7][C:8]1[CH:9]=[C:10]([CH:15]=[C:16]([O:18][CH2:19][C:20]2[CH:25]=[CH:24][CH:23]=[CH:22][CH:21]=2)[CH:17]=1)[C:11]([O:13][CH3:14])=[O:12].F[C:27]1[CH:32]=[CH:31][C:30]([S:33]([CH3:36])(=[O:35])=[O:34])=[CH:29][CH:28]=1. Product: [C:20]1([CH2:19][O:18][C:16]2[CH:15]=[C:10]([CH:9]=[C:8]([O:7][C:27]3[CH:32]=[CH:31][C:30]([S:33]([CH3:36])(=[O:35])=[O:34])=[CH:29][CH:28]=3)[CH:17]=2)[C:11]([O:13][CH3:14])=[O:12])[CH:25]=[CH:24][CH:23]=[CH:22][CH:21]=1. The catalyst class is: 3. (4) Reactant: C(OCC(=O)[NH:7][C:8]1[CH:13]=[C:12]([CH2:14][NH:15][C:16]2[N:17]=[CH:18][S:19][C:20]=2[C:21]([NH:23][C:24]2[CH:37]=[CH:36][C:27]3[O:28][C:29]([F:35])([F:34])[C:30]([F:33])([F:32])[O:31][C:26]=3[CH:25]=2)=[O:22])[CH:11]=[CH:10][N:9]=1)(=O)C.C(=O)([O-])[O-].[K+].[K+]. Product: [NH2:7][C:8]1[CH:13]=[C:12]([CH2:14][NH:15][C:16]2[N:17]=[CH:18][S:19][C:20]=2[C:21]([NH:23][C:24]2[CH:37]=[CH:36][C:27]3[O:28][C:29]([F:34])([F:35])[C:30]([F:33])([F:32])[O:31][C:26]=3[CH:25]=2)=[O:22])[CH:11]=[CH:10][N:9]=1. The catalyst class is: 138. (5) Reactant: C([O:3][C:4](=[O:38])[CH2:5][O:6][C:7]1[CH:12]=[CH:11][C:10]([S:13][C:14]2[CH:19]=[C:18]([C:20]#[C:21][C:22]3[CH:27]=[CH:26][C:25]([S:28]([CH3:31])(=[O:30])=[O:29])=[CH:24][CH:23]=3)[CH:17]=[C:16]([O:32][CH2:33][CH:34]([CH3:36])[CH3:35])[CH:15]=2)=[CH:9][C:8]=1[CH3:37])C.[OH-].[Na+].Cl. Product: [CH2:33]([O:32][C:16]1[CH:15]=[C:14]([S:13][C:10]2[CH:11]=[CH:12][C:7]([O:6][CH2:5][C:4]([OH:38])=[O:3])=[C:8]([CH3:37])[CH:9]=2)[CH:19]=[C:18]([C:20]#[C:21][C:22]2[CH:23]=[CH:24][C:25]([S:28]([CH3:31])(=[O:30])=[O:29])=[CH:26][CH:27]=2)[CH:17]=1)[CH:34]([CH3:36])[CH3:35]. The catalyst class is: 8.